From a dataset of NCI-60 drug combinations with 297,098 pairs across 59 cell lines. Regression. Given two drug SMILES strings and cell line genomic features, predict the synergy score measuring deviation from expected non-interaction effect. (1) Cell line: NCI-H460. Synergy scores: CSS=69.8, Synergy_ZIP=0.749, Synergy_Bliss=-3.38, Synergy_Loewe=-4.57, Synergy_HSA=-1.00. Drug 2: C1CCC(C(C1)[NH-])[NH-].C(=O)(C(=O)[O-])[O-].[Pt+4]. Drug 1: B(C(CC(C)C)NC(=O)C(CC1=CC=CC=C1)NC(=O)C2=NC=CN=C2)(O)O. (2) Drug 1: CCCCC(=O)OCC(=O)C1(CC(C2=C(C1)C(=C3C(=C2O)C(=O)C4=C(C3=O)C=CC=C4OC)O)OC5CC(C(C(O5)C)O)NC(=O)C(F)(F)F)O. Drug 2: C1=NNC2=C1C(=O)NC=N2. Cell line: HL-60(TB). Synergy scores: CSS=45.1, Synergy_ZIP=0.272, Synergy_Bliss=-3.23, Synergy_Loewe=-22.1, Synergy_HSA=-3.12. (3) Drug 1: C1C(C(OC1N2C=C(C(=O)NC2=O)F)CO)O. Drug 2: CS(=O)(=O)CCNCC1=CC=C(O1)C2=CC3=C(C=C2)N=CN=C3NC4=CC(=C(C=C4)OCC5=CC(=CC=C5)F)Cl. Cell line: M14. Synergy scores: CSS=9.51, Synergy_ZIP=-3.00, Synergy_Bliss=-3.51, Synergy_Loewe=-2.49, Synergy_HSA=-1.53. (4) Drug 1: C1=CC(=C2C(=C1NCCNCCO)C(=O)C3=C(C=CC(=C3C2=O)O)O)NCCNCCO. Drug 2: CC1CCC2CC(C(=CC=CC=CC(CC(C(=O)C(C(C(=CC(C(=O)CC(OC(=O)C3CCCCN3C(=O)C(=O)C1(O2)O)C(C)CC4CCC(C(C4)OC)O)C)C)O)OC)C)C)C)OC. Cell line: M14. Synergy scores: CSS=38.3, Synergy_ZIP=4.63, Synergy_Bliss=4.91, Synergy_Loewe=6.19, Synergy_HSA=8.23. (5) Drug 1: CN(C)N=NC1=C(NC=N1)C(=O)N. Drug 2: CN1C2=C(C=C(C=C2)N(CCCl)CCCl)N=C1CCCC(=O)O.Cl. Cell line: TK-10. Synergy scores: CSS=-2.71, Synergy_ZIP=0.472, Synergy_Bliss=-1.92, Synergy_Loewe=-4.40, Synergy_HSA=-3.66. (6) Drug 1: COC1=NC(=NC2=C1N=CN2C3C(C(C(O3)CO)O)O)N. Drug 2: C1CCC(C(C1)N)N.C(=O)(C(=O)[O-])[O-].[Pt+4]. Cell line: K-562. Synergy scores: CSS=14.7, Synergy_ZIP=1.76, Synergy_Bliss=0.941, Synergy_Loewe=-42.2, Synergy_HSA=-7.35.